This data is from Reaction yield outcomes from USPTO patents with 853,638 reactions. The task is: Predict the reaction yield, written as a fraction of the theoretical maximum amount of product (1.0 means a 100% yield; for example, 0.34 means a 34% yield). (1) The reactants are [C:1]1([C:7](=O)[CH2:8][C:9]2[CH:10]=[C:11]([CH3:15])[CH:12]=[CH:13][CH:14]=2)[CH:6]=[CH:5][CH:4]=[CH:3][CH:2]=1.[CH2:17]([O:19][C:20]1[CH:21]=[C:22]([CH:25]=[C:26]([N+:29]([O-:31])=[O:30])[C:27]=1[OH:28])[CH:23]=O)[CH3:18].[NH2:32][C:33]([NH2:35])=[O:34].Cl. The catalyst is C(O)C. The product is [CH2:17]([O:19][C:20]1[CH:21]=[C:22]([CH:23]2[C:8]([C:9]3[CH:10]=[C:11]([CH3:15])[CH:12]=[CH:13][CH:14]=3)=[C:7]([C:1]3[CH:6]=[CH:5][CH:4]=[CH:3][CH:2]=3)[NH:35][C:33](=[O:34])[NH:32]2)[CH:25]=[C:26]([N+:29]([O-:31])=[O:30])[C:27]=1[OH:28])[CH3:18]. The yield is 0.0260. (2) The reactants are Cl.[F:2][C:3]1[CH:15]=[C:14]([O:16][CH3:17])[CH:13]=[CH:12][C:4]=1[O:5][CH:6]1[CH2:11][CH2:10][NH:9][CH2:8][CH2:7]1.Cl[C:19]1[N:20]=[C:21]2[CH:29]=[CH:28][N:27]=[CH:26][C:22]2=[N:23][C:24]=1[Cl:25].CCN(C(C)C)C(C)C. The catalyst is C(Cl)Cl. The product is [Cl:25][C:24]1[N:23]=[C:22]2[CH:26]=[N:27][CH:28]=[CH:29][C:21]2=[N:20][C:19]=1[N:9]1[CH2:8][CH2:7][CH:6]([O:5][C:4]2[CH:12]=[CH:13][C:14]([O:16][CH3:17])=[CH:15][C:3]=2[F:2])[CH2:11][CH2:10]1. The yield is 1.00. (3) The reactants are [O:1]1[CH:5]=[CH:4][CH:3]=[C:2]1[CH2:6][CH2:7][C:8]([OH:10])=O.C1(N=C=NC2CCCCC2)CCCCC1.OC1C2N=NNC=2C=CC=1.Br.[NH2:37][C:38]1[S:39][C:40]([Br:43])=[CH:41][N:42]=1. The catalyst is C(Cl)Cl. The product is [Br:43][C:40]1[S:39][C:38]([NH:37][C:8](=[O:10])[CH2:7][CH2:6][C:2]2[O:1][CH:5]=[CH:4][CH:3]=2)=[N:42][CH:41]=1. The yield is 0.667. (4) The yield is 0.980. The catalyst is C1(C)C=CC=CC=1. The product is [Cl:14][C:8]1[CH:7]=[C:6]([C:4](=[O:5])[C:3]([OH:15])=[O:2])[CH:11]=[CH:10][C:9]=1[S:12][CH3:13]. The reactants are C[O:2][C:3](=[O:15])[C:4]([C:6]1[CH:11]=[CH:10][C:9]([S:12][CH3:13])=[C:8]([Cl:14])[CH:7]=1)=[O:5].[OH-].[Na+].Cl.